This data is from Reaction yield outcomes from USPTO patents with 853,638 reactions. The task is: Predict the reaction yield, written as a fraction of the theoretical maximum amount of product (1.0 means a 100% yield; for example, 0.34 means a 34% yield). (1) The reactants are [O:1]=C[C@@H]([C@H]([C@@H]([C@@H](CO)O)O)O)O.OP([O-])(O)=O.[K+].OP([O-])([O-])=O.[K+].[K+].[Cl-].[K+].[OH:28][C@H:29]1[CH2:34][CH2:33][C@H:32]2[C@H:35]3[C@H:44]([CH2:45][CH2:46][C@:30]12[CH3:31])[C@@H:43]1[C:38](=[CH:39][C:40](=[O:47])[CH2:41][CH2:42]1)[CH2:37][C@H:36]3[CH3:48]. The catalyst is CN(C=O)C. The product is [OH:1][C@@H:45]1[CH2:46][C@@:30]2([CH3:31])[C@@H:32]([CH2:33][CH2:34][C@@H:29]2[OH:28])[C@H:35]2[C@H:44]1[C@@H:43]1[C:38]([CH2:37][C@H:36]2[CH3:48])=[CH:39][C:40](=[O:47])[CH2:41][CH2:42]1. The yield is 0.730. (2) The reactants are [H-].[Na+].[N+:3]([C:6]1[CH:7]=[CH:8][CH:9]=[C:10]2[C:14]=1[NH:13][C:12]([C:15]([O:17][CH2:18][CH3:19])=[O:16])=[CH:11]2)([O-:5])=[O:4].[CH3:20][O:21][CH2:22]Cl.O. The catalyst is CN(C)C=O. The product is [CH3:20][O:21][CH2:22][N:13]1[C:14]2[C:10](=[CH:9][CH:8]=[CH:7][C:6]=2[N+:3]([O-:5])=[O:4])[CH:11]=[C:12]1[C:15]([O:17][CH2:18][CH3:19])=[O:16]. The yield is 0.770. (3) The reactants are [CH2:1]([O:3][CH2:4][O:5][C:6](=[O:14])[C:7]1[CH:12]=[CH:11][C:10]([OH:13])=[CH:9][CH:8]=1)[CH3:2].[C:15]([O:19][CH2:20][CH2:21][CH2:22][CH2:23][CH2:24][CH2:25][O:26][C:27]1[CH:35]=[CH:34][C:30]([C:31](O)=[O:32])=[CH:29][CH:28]=1)(=[O:18])[CH:16]=[CH2:17]. The catalyst is ClCCl. The product is [C:15]([O:19][CH2:20][CH2:21][CH2:22][CH2:23][CH2:24][CH2:25][O:26][C:27]1[CH:35]=[CH:34][C:30]([C:31]([O:13][C:10]2[CH:11]=[CH:12][C:7]([C:6]([O:5][CH2:4][O:3][CH2:1][CH3:2])=[O:14])=[CH:8][CH:9]=2)=[O:32])=[CH:29][CH:28]=1)(=[O:18])[CH:16]=[CH2:17]. The yield is 1.00. (4) The reactants are [F:1][C:2]([F:14])([F:13])[S:3]([C:6]1[CH:7]=[C:8](N)[CH:9]=[CH:10][CH:11]=1)(=[O:5])=[O:4].[ClH:15].N([O-])=O.[Na+].[S:20](=[O:22])=[O:21]. No catalyst specified. The product is [F:1][C:2]([F:14])([F:13])[S:3]([C:6]1[CH:7]=[C:8]([S:20]([Cl:15])(=[O:22])=[O:21])[CH:9]=[CH:10][CH:11]=1)(=[O:5])=[O:4]. The yield is 0.790. (5) The reactants are [N:1]1[CH:6]=[CH:5][C:4]([CH3:7])=[CH:3][CH:2]=1.[Li+].CC([N-]C(C)C)C.C(NC(C)C)(C)C.C([Li])CCC.CON(C)[C:31]([C:33]1[CH:42]=[CH:41][C:40]2[C:35](=[CH:36][CH:37]=[CH:38][CH:39]=2)[CH:34]=1)=[O:32].[Cl-].[NH4+]. The catalyst is C1COCC1. The product is [CH:34]1[C:35]2[C:40](=[CH:39][CH:38]=[CH:37][CH:36]=2)[CH:41]=[CH:42][C:33]=1[C:31](=[O:32])[CH2:7][C:4]1[CH:5]=[CH:6][N:1]=[CH:2][CH:3]=1. The yield is 0.830.